From a dataset of NCI-60 drug combinations with 297,098 pairs across 59 cell lines. Regression. Given two drug SMILES strings and cell line genomic features, predict the synergy score measuring deviation from expected non-interaction effect. Drug 1: C(CN)CNCCSP(=O)(O)O. Drug 2: CC1C(C(CC(O1)OC2CC(CC3=C2C(=C4C(=C3O)C(=O)C5=C(C4=O)C(=CC=C5)OC)O)(C(=O)CO)O)N)O.Cl. Cell line: OVCAR-8. Synergy scores: CSS=35.0, Synergy_ZIP=0.00111, Synergy_Bliss=-1.51, Synergy_Loewe=-23.5, Synergy_HSA=-0.682.